From a dataset of Reaction yield outcomes from USPTO patents with 853,638 reactions. Predict the reaction yield, written as a fraction of the theoretical maximum amount of product (1.0 means a 100% yield; for example, 0.34 means a 34% yield). (1) The reactants are Br[C:2]1[CH:3]=[C:4]([NH:9][S:10]([C:13]2[CH:18]=[CH:17][CH:16]=[CH:15][CH:14]=2)(=[O:12])=[O:11])[C:5]([Cl:8])=[N:6][CH:7]=1.B1(B2OC(C)(C)C(C)(C)O2)OC(C)(C)C(C)(C)O1.C([O-])(=O)C.[K+].Br[C:43]1[CH:44]=[C:45]2[C:50](=[CH:51][CH:52]=1)[N:49]=[CH:48][N:47]=[CH:46]2.C(=O)([O-])[O-].[Na+].[Na+]. The catalyst is O1CCOCC1.C1C=CC(P(C2C=CC=CC=2)[C-]2C=CC=C2)=CC=1.C1C=CC(P(C2C=CC=CC=2)[C-]2C=CC=C2)=CC=1.Cl[Pd]Cl.[Fe+2].C(Cl)Cl. The product is [Cl:8][C:5]1[C:4]([NH:9][S:10]([C:13]2[CH:18]=[CH:17][CH:16]=[CH:15][CH:14]=2)(=[O:12])=[O:11])=[CH:3][C:2]([C:43]2[CH:44]=[C:45]3[C:50](=[CH:51][CH:52]=2)[N:49]=[CH:48][N:47]=[CH:46]3)=[CH:7][N:6]=1. The yield is 0.498. (2) The product is [Cl:1][C:2]1[S:6][C:5]([S:7]([N:10]([CH2:16][CH3:17])[C:11](=[CH2:15])[C:12]([NH:41][CH2:40][C:38]2[CH:37]=[C:36]([C:42]3[CH:43]=[CH:44][C:45]([C:48]([F:51])([F:49])[F:50])=[CH:46][CH:47]=3)[N:35]=[C:34]([N:29]3[CH2:30][CH2:31][CH2:32][CH2:33]3)[CH:39]=2)=[O:14])(=[O:8])=[O:9])=[CH:4][CH:3]=1. The reactants are [Cl:1][C:2]1[S:6][C:5]([S:7]([N:10]([CH2:16][CH3:17])[C:11](=[CH2:15])[C:12]([OH:14])=O)(=[O:9])=[O:8])=[CH:4][CH:3]=1.CCOC(OC(OCC)=O)=O.[N:29]1([C:34]2[CH:39]=[C:38]([CH2:40][NH2:41])[CH:37]=[C:36]([C:42]3[CH:47]=[CH:46][C:45]([C:48]([F:51])([F:50])[F:49])=[CH:44][CH:43]=3)[N:35]=2)[CH2:33][CH2:32][CH2:31][CH2:30]1. The catalyst is C1COCC1. The yield is 0.250. (3) The reactants are [C:1]1([C:19]2[CH:24]=[CH:23][CH:22]=[CH:21][CH:20]=2)[CH:6]=[CH:5][C:4]([O:7][CH2:8][CH2:9][CH2:10][CH2:11][CH2:12][CH2:13][C:14]([O:16]CC)=[O:15])=[CH:3][CH:2]=1.[Li+:25].[OH-]. The catalyst is C1COCC1. The product is [C:1]1([C:19]2[CH:20]=[CH:21][CH:22]=[CH:23][CH:24]=2)[CH:6]=[CH:5][C:4]([O:7][CH2:8][CH2:9][CH2:10][CH2:11][CH2:12][CH2:13][C:14]([O-:16])=[O:15])=[CH:3][CH:2]=1.[Li+:25]. The yield is 0.950. (4) The reactants are [CH2:1]([C:5]1[N:10]=[C:9]([CH3:11])[NH:8][C:7](=[O:12])[C:6]=1[CH2:13][C:14]1[CH:19]=[C:18]([CH2:20][CH2:21][CH3:22])[C:17]([O:23][Si:24]([C:27]([CH3:30])([CH3:29])[CH3:28])([CH3:26])[CH3:25])=[C:16]([CH2:31][CH2:32][CH3:33])[CH:15]=1)[CH2:2][CH2:3][CH3:4].C1(P(C2C=CC=CC=2)C2C=CC=CC=2)C=CC=CC=1.[CH3:53][O:54][CH2:55][CH2:56][OH:57].N(C(OCC)=O)=NC(OCC)=O. The catalyst is O1CCCC1. The product is [CH2:1]([C:5]1[C:6]([CH2:13][C:14]2[CH:15]=[C:16]([CH2:31][CH2:32][CH3:33])[C:17]([O:23][Si:24]([C:27]([CH3:30])([CH3:29])[CH3:28])([CH3:26])[CH3:25])=[C:18]([CH2:20][CH2:21][CH3:22])[CH:19]=2)=[C:7]([O:12][CH2:56][CH2:55][O:54][CH3:53])[N:8]=[C:9]([CH3:11])[N:10]=1)[CH2:2][CH2:3][CH3:4].[CH2:1]([C:5]1[N:10]=[C:9]([CH3:11])[N:8]([O:57][CH2:56][CH2:55][O:54][CH3:53])[C:7](=[O:12])[C:6]=1[CH2:13][C:14]1[CH:15]=[C:16]([CH2:31][CH2:32][CH3:33])[C:17]([O:23][Si:24]([C:27]([CH3:30])([CH3:29])[CH3:28])([CH3:26])[CH3:25])=[C:18]([CH2:20][CH2:21][CH3:22])[CH:19]=1)[CH2:2][CH2:3][CH3:4]. The yield is 0.652. (5) The reactants are Cl[C:2]1[C:11]2[C:6](=[CH:7][CH:8]=[CH:9][CH:10]=2)[N:5]=[C:4]([C:12]2[CH:17]=[CH:16][N:15]=[N:14][CH:13]=2)[N:3]=1.[F:18][C:19]1[CH:20]=[C:21]([NH2:26])[CH:22]=[CH:23][C:24]=1[F:25]. The catalyst is CC(O)C. The product is [F:18][C:19]1[CH:20]=[C:21]([NH:26][C:2]2[C:11]3[C:6](=[CH:7][CH:8]=[CH:9][CH:10]=3)[N:5]=[C:4]([C:12]3[CH:17]=[CH:16][N:15]=[N:14][CH:13]=3)[N:3]=2)[CH:22]=[CH:23][C:24]=1[F:25]. The yield is 0.530.